This data is from NCI-60 drug combinations with 297,098 pairs across 59 cell lines. The task is: Regression. Given two drug SMILES strings and cell line genomic features, predict the synergy score measuring deviation from expected non-interaction effect. Drug 1: CC1=C2C(C(=O)C3(C(CC4C(C3C(C(C2(C)C)(CC1OC(=O)C(C(C5=CC=CC=C5)NC(=O)C6=CC=CC=C6)O)O)OC(=O)C7=CC=CC=C7)(CO4)OC(=O)C)O)C)OC(=O)C. Drug 2: COCCOC1=C(C=C2C(=C1)C(=NC=N2)NC3=CC=CC(=C3)C#C)OCCOC.Cl. Cell line: MOLT-4. Synergy scores: CSS=69.6, Synergy_ZIP=1.22, Synergy_Bliss=1.25, Synergy_Loewe=-36.4, Synergy_HSA=0.601.